This data is from Peptide-MHC class I binding affinity with 185,985 pairs from IEDB/IMGT. The task is: Regression. Given a peptide amino acid sequence and an MHC pseudo amino acid sequence, predict their binding affinity value. This is MHC class I binding data. (1) The peptide sequence is LVKMINHLK. The MHC is HLA-A68:01 with pseudo-sequence HLA-A68:01. The binding affinity (normalized) is 0.746. (2) The binding affinity (normalized) is 0.910. The peptide sequence is SVNSFTLLI. The MHC is HLA-A32:01 with pseudo-sequence HLA-A32:01.